This data is from HIV replication inhibition screening data with 41,000+ compounds from the AIDS Antiviral Screen. The task is: Binary Classification. Given a drug SMILES string, predict its activity (active/inactive) in a high-throughput screening assay against a specified biological target. The molecule is O=C1NC(=O)C(=Cc2ccc(S(=O)(=O)NN=CC(O)C(O)C(O)C(O)CO)cc2)N1. The result is 0 (inactive).